From a dataset of Reaction yield outcomes from USPTO patents with 853,638 reactions. Predict the reaction yield, written as a fraction of the theoretical maximum amount of product (1.0 means a 100% yield; for example, 0.34 means a 34% yield). The reactants are C[O:2][C:3](=[O:23])[CH2:4][CH2:5][CH:6]1[O:10][B:9]([OH:11])[C:8]2[CH:12]=[C:13]([O:16][C:17]3[N:22]=[CH:21][CH:20]=[CH:19][N:18]=3)[CH:14]=[CH:15][C:7]1=2.[Li+].[OH-].Cl. The catalyst is C1COCC1.O. The product is [OH:11][B:9]1[C:8]2[CH:12]=[C:13]([O:16][C:17]3[N:18]=[CH:19][CH:20]=[CH:21][N:22]=3)[CH:14]=[CH:15][C:7]=2[CH:6]([CH2:5][CH2:4][C:3]([OH:23])=[O:2])[O:10]1. The yield is 0.470.